From a dataset of Full USPTO retrosynthesis dataset with 1.9M reactions from patents (1976-2016). Predict the reactants needed to synthesize the given product. (1) Given the product [OH:14][CH2:13][CH2:12][O:15][CH2:2][C:3]1[S:7][C:6]([CH:8]=[O:9])=[CH:5][CH:4]=1, predict the reactants needed to synthesize it. The reactants are: Br[CH2:2][C:3]1[S:7][C:6]([CH:8]=[O:9])=[CH:5][CH:4]=1.[OH-].[Na+].[CH2:12]([OH:15])[CH2:13][OH:14]. (2) Given the product [ClH:37].[C:22]([N:26]1[CH2:30][C@@H:29]([C:31]2[CH:32]=[CH:33][C:34]([Cl:37])=[CH:35][CH:36]=2)[C@H:28]([C:38]([N:18]2[CH2:19][CH2:20][C@H:16]([N:8]([CH:5]3[CH2:6][CH2:7][C:2]([CH3:21])([CH3:1])[CH2:3][CH2:4]3)[C:9](=[O:15])[C:10]([CH3:13])([CH3:14])[CH2:11][F:12])[CH2:17]2)=[O:39])[CH2:27]1)([CH3:25])([CH3:24])[CH3:23], predict the reactants needed to synthesize it. The reactants are: [CH3:1][C:2]1([CH3:21])[CH2:7][CH2:6][CH:5]([N:8]([C@H:16]2[CH2:20][CH2:19][NH:18][CH2:17]2)[C:9](=[O:15])[C:10]([CH3:14])([CH3:13])[CH2:11][F:12])[CH2:4][CH2:3]1.[C:22]([N:26]1[CH2:30][C@@H:29]([C:31]2[CH:36]=[CH:35][C:34]([Cl:37])=[CH:33][CH:32]=2)[C@H:28]([C:38](O)=[O:39])[CH2:27]1)([CH3:25])([CH3:24])[CH3:23]. (3) Given the product [CH3:1][O:2][C:3]1[CH:8]=[CH:7][C:6]2[C:9]3([CH2:18][O:19][C:5]=2[CH:4]=1)[CH2:14][CH2:13][CH2:12][N:11]1[CH:15]=[N:16][CH:17]=[C:10]31, predict the reactants needed to synthesize it. The reactants are: [CH3:1][O:2][C:3]1[CH:8]=[CH:7][C:6]2[C:9]3([CH2:18][O:19][C:5]=2[CH:4]=1)[CH2:14][CH2:13][CH2:12][N:11]1[CH:15]=[N:16][CH2:17][CH:10]31.